Dataset: Full USPTO retrosynthesis dataset with 1.9M reactions from patents (1976-2016). Task: Predict the reactants needed to synthesize the given product. (1) Given the product [O:1]1[C:5]2[CH:6]=[CH:7][CH:8]=[C:9]([CH:10]([OH:11])[CH3:13])[C:4]=2[O:3][CH2:2]1, predict the reactants needed to synthesize it. The reactants are: [O:1]1[C:5]2[CH:6]=[CH:7][CH:8]=[C:9]([CH:10]=[O:11])[C:4]=2[O:3][CH2:2]1.[Li][CH3:13]. (2) Given the product [CH2:1]([O:3][C:4]([C@@:6]1([NH:11][C:12]([C@@H:14]2[CH2:18][C@@H:17]([O:19][C:20]3[C:29]4[C:24](=[C:25]([CH3:32])[C:26]([O:30][CH3:31])=[CH:27][CH:28]=4)[N:23]=[C:22]([C:33]4[S:34][CH:35]=[C:36]([CH:38]([CH3:40])[CH3:39])[N:37]=4)[CH:21]=3)[CH2:16][C@H:15]2[C:41]([OH:43])=[O:42])=[O:13])[CH2:8][C@H:7]1[CH:9]=[CH2:10])=[O:5])[CH3:2], predict the reactants needed to synthesize it. The reactants are: [CH2:1]([O:3][C:4]([C@@:6]1([NH:11][C:12]([C@@H:14]2[CH2:18][C@@H:17]([O:19][C:20]3[C:29]4[C:24](=[C:25]([CH3:32])[C:26]([O:30][CH3:31])=[CH:27][CH:28]=4)[N:23]=[C:22]([C:33]4[S:34][CH:35]=[C:36]([CH:38]([CH3:40])[CH3:39])[N:37]=4)[CH:21]=3)[CH2:16][C@H:15]2[C:41]([O:43]C)=[O:42])=[O:13])[CH2:8][C@H:7]1[CH:9]=[CH2:10])=[O:5])[CH3:2].[Li+].[OH-].CC1CCCO1. (3) Given the product [CH:18]1([NH:24][C:15]2([CH2:16][OH:17])[CH2:14][CH2:13][CH2:12][CH2:11]2)[CH2:19][CH2:20][CH2:21][CH2:22][CH2:23]1, predict the reactants needed to synthesize it. The reactants are: [H-].[H-].[H-].[H-].[Li+].[Al+3].[Al+3].[Cl-].[Cl-].[Cl-].[CH2:11]1[C:15]2([NH:24][C:18]3([CH2:23][CH2:22][CH2:21][CH2:20][CH2:19]3)[O:17][CH2:16]2)[CH2:14][CH2:13][CH2:12]1.[OH-].[Na+]. (4) The reactants are: [C:1]([C:3]1[C:4]([N:18]2[CH2:23][CH2:22][NH:21][CH2:20][CH2:19]2)=[N:5][C:6]([C:14]([F:17])([F:16])[F:15])=[C:7]([CH:13]=1)[C:8]([O:10][CH2:11][CH3:12])=[O:9])#[N:2].[F:24][C:25]1[CH:30]=[CH:29][C:28]([N:31]=[C:32]=[O:33])=[CH:27][C:26]=1[F:34]. Given the product [C:1]([C:3]1[C:4]([N:18]2[CH2:23][CH2:22][N:21]([C:32]([NH:31][C:28]3[CH:29]=[CH:30][C:25]([F:24])=[C:26]([F:34])[CH:27]=3)=[O:33])[CH2:20][CH2:19]2)=[N:5][C:6]([C:14]([F:15])([F:17])[F:16])=[C:7]([CH:13]=1)[C:8]([O:10][CH2:11][CH3:12])=[O:9])#[N:2], predict the reactants needed to synthesize it. (5) Given the product [C:1]([N:32]1[CH2:31][CH2:30][N:29]([C:26]2[CH:25]=[CH:24][C:23]([C:21]3[N:22]=[C:17]([O:16][C@@H:14]([C@@H:11]4[CH2:10][C:9](=[O:8])[NH:13][CH2:12]4)[CH3:15])[C:18]4[N:19]([N:35]=[CH:36][C:37]=4[C:38]#[N:39])[CH:20]=3)=[CH:28][CH:27]=2)[CH2:34][CH2:33]1)(=[O:2])[CH3:3], predict the reactants needed to synthesize it. The reactants are: [C:1](O)([C:3](F)(F)F)=[O:2].[O:8]=[C:9]1[NH:13][CH2:12][C@H:11]([C@H:14]([O:16][C:17]2[C:18]3[N:19]([N:35]=[CH:36][C:37]=3[C:38]#[N:39])[CH:20]=[C:21]([C:23]3[CH:28]=[CH:27][C:26]([N:29]4[CH2:34][CH2:33][NH:32][CH2:31][CH2:30]4)=[CH:25][CH:24]=3)[N:22]=2)[CH3:15])[CH2:10]1.CCN(CC)CC.C(OC(=O)C)(=O)C. (6) Given the product [CH3:14][C:12]1[CH:11]=[C:10]([CH3:15])[N:9]=[C:8]([N:1]2[CH2:6][CH2:5][NH:4][CH2:3][CH2:2]2)[CH:13]=1, predict the reactants needed to synthesize it. The reactants are: [NH:1]1[CH2:6][CH2:5][NH:4][CH2:3][CH2:2]1.Cl[C:8]1[CH:13]=[C:12]([CH3:14])[CH:11]=[C:10]([CH3:15])[N:9]=1. (7) Given the product [C:12]([O:8][C:7](=[O:9])[C:6]1[C:5](=[CH:4][CH:3]=[C:2]([Cl:1])[CH:10]=1)[OH:11])(=[O:14])[CH3:13], predict the reactants needed to synthesize it. The reactants are: [Cl:1][C:2]1[CH:10]=[C:6]([C:7]([OH:9])=[O:8])[C:5]([OH:11])=[CH:4][CH:3]=1.[C:12](OC(=O)C)(=[O:14])[CH3:13]. (8) Given the product [Cl:1][C:2]1[N:3]=[C:4]([C:9]([NH:11][C@H:12]2[CH2:17][CH2:16][N:15]([C:18]3[S:19][C:20]([C:26]([O:28][CH2:29][CH3:30])=[O:27])=[C:21]([C:23](=[O:24])[NH:34][CH:35]([CH3:38])[CH2:36][OH:37])[N:22]=3)[CH2:14][C@H:13]2[O:31][CH2:32][CH3:33])=[O:10])[NH:5][C:6]=1[CH2:7][CH3:8], predict the reactants needed to synthesize it. The reactants are: [Cl:1][C:2]1[N:3]=[C:4]([C:9]([NH:11][C@H:12]2[CH2:17][CH2:16][N:15]([C:18]3[S:19][C:20]([C:26]([O:28][CH2:29][CH3:30])=[O:27])=[C:21]([C:23](O)=[O:24])[N:22]=3)[CH2:14][C@H:13]2[O:31][CH2:32][CH3:33])=[O:10])[NH:5][C:6]=1[CH2:7][CH3:8].[NH2:34][CH:35]([CH3:38])[CH2:36][OH:37].CCN=C=NCCCN(C)C.Cl.ON1C2C=CC=CC=2N=N1.